Dataset: Reaction yield outcomes from USPTO patents with 853,638 reactions. Task: Predict the reaction yield, written as a fraction of the theoretical maximum amount of product (1.0 means a 100% yield; for example, 0.34 means a 34% yield). (1) The reactants are [CH:1]1([NH:4][C:5]2[C:10]([NH2:11])=[CH:9][N:8]=[C:7]([NH:12][CH2:13][CH2:14][C:15]3[S:16][CH:17]=[CH:18][CH:19]=3)[N:6]=2)[CH2:3][CH2:2]1.[N:20]1[CH:25]=[CH:24][C:23]([CH:26]=O)=[CH:22][CH:21]=1. The catalyst is CC(N(C)C)=O. The product is [CH:1]1([N:4]2[C:26]([C:23]3[CH:24]=[CH:25][N:20]=[CH:21][CH:22]=3)=[N:11][C:10]3[C:5]2=[N:6][C:7]([NH:12][CH2:13][CH2:14][C:15]2[S:16][CH:17]=[CH:18][CH:19]=2)=[N:8][CH:9]=3)[CH2:3][CH2:2]1. The yield is 0.350. (2) The reactants are [NH2:1][N:2]1[C:7](=[O:8])[C:6]([C:9]2[NH:14][C:13]3[CH:15]=[CH:16][CH:17]=[CH:18][C:12]=3[S:11](=[O:20])(=[O:19])[N:10]=2)=[C:5]([OH:21])[C:4]2[S:22][CH:23]=[CH:24][C:3]1=2.[CH3:25][C:26]([CH3:30])=[CH:27][CH:28]=O. The catalyst is CN(C)C(=O)C. The product is [O:19]=[S:11]1(=[O:20])[C:12]2[CH:18]=[CH:17][CH:16]=[CH:15][C:13]=2[NH:14][C:9]([C:6]2[C:7](=[O:8])[N:2]([N:1]=[CH:28][CH:27]=[C:26]([CH3:30])[CH3:25])[C:3]3[CH:24]=[CH:23][S:22][C:4]=3[C:5]=2[OH:21])=[N:10]1. The yield is 0.800. (3) The yield is 0.820. The product is [Cl:1][C:2]1[C:3]([F:9])=[C:4]([NH:5][CH:11]([C:13]2[CH:14]=[C:15]([C:30]([O:32][CH3:33])=[O:31])[CH:16]=[C:17]3[C:22]=2[O:21][C:20]([N:23]2[CH2:28][CH2:27][O:26][CH2:25][CH2:24]2)=[CH:19][C:18]3=[O:29])[CH3:12])[CH:6]=[CH:7][CH:8]=1. The reactants are [Cl:1][C:2]1[C:3]([F:9])=[C:4]([CH:6]=[CH:7][CH:8]=1)[NH2:5].Br[CH:11]([C:13]1[CH:14]=[C:15]([C:30]([O:32][CH3:33])=[O:31])[CH:16]=[C:17]2[C:22]=1[O:21][C:20]([N:23]1[CH2:28][CH2:27][O:26][CH2:25][CH2:24]1)=[CH:19][C:18]2=[O:29])[CH3:12]. The catalyst is C(Cl)Cl. (4) The reactants are Cl[C:2]1[N:7]=[C:6]([N:8]2[CH2:13][CH2:12][O:11][CH2:10][CH2:9]2)[N:5]=[C:4]([N:14]2[C:18]3[CH:19]=[CH:20][CH:21]=[C:22]([O:23][CH3:24])[C:17]=3[N:16]=[C:15]2[CH:25]([F:27])[F:26])[N:3]=1.[N:28]1([C:34]([O:36][C:37]([CH3:40])([CH3:39])[CH3:38])=[O:35])[CH2:33][CH2:32][NH:31][CH2:30][CH2:29]1.CCN(C(C)C)C(C)C. The catalyst is C1COCC1. The product is [F:26][CH:25]([F:27])[C:15]1[N:14]([C:4]2[N:5]=[C:6]([N:8]3[CH2:13][CH2:12][O:11][CH2:10][CH2:9]3)[N:7]=[C:2]([N:31]3[CH2:30][CH2:29][N:28]([C:34]([O:36][C:37]([CH3:40])([CH3:39])[CH3:38])=[O:35])[CH2:33][CH2:32]3)[N:3]=2)[C:18]2[CH:19]=[CH:20][CH:21]=[C:22]([O:23][CH3:24])[C:17]=2[N:16]=1. The yield is 0.990. (5) The reactants are [O:1]1CCO[CH:2]1[CH2:6][CH2:7][CH2:8][CH2:9][O:10][C:11]1[CH:16]=[CH:15][C:14]([C:17]([OH:28])([C:22]2[CH:27]=[CH:26][CH:25]=[CH:24][CH:23]=2)[C:18]([O:20][CH3:21])=[O:19])=[CH:13][CH:12]=1. The catalyst is C(#N)C. The product is [OH:28][C:17]([C:14]1[CH:13]=[CH:12][C:11]([O:10][CH2:9][CH2:8][CH2:7][CH2:6][CH:2]=[O:1])=[CH:16][CH:15]=1)([C:22]1[CH:23]=[CH:24][CH:25]=[CH:26][CH:27]=1)[C:18]([O:20][CH3:21])=[O:19]. The yield is 0.840.